Dataset: Forward reaction prediction with 1.9M reactions from USPTO patents (1976-2016). Task: Predict the product of the given reaction. Given the reactants [C:1]1([CH:7]2[O:11][N:10]=[C:9]([C:12]3[N:13]=[C:14]([N:17]4[CH2:22][CH2:21][N:20](CC(OC(C)(C)C)=O)[CH2:19][CH2:18]4)[S:15][CH:16]=3)[CH2:8]2)[CH:6]=[CH:5][CH:4]=[CH:3][CH:2]=1.[ClH:31], predict the reaction product. The product is: [ClH:31].[C:1]1([CH:7]2[O:11][N:10]=[C:9]([C:12]3[N:13]=[C:14]([N:17]4[CH2:22][CH2:21][NH:20][CH2:19][CH2:18]4)[S:15][CH:16]=3)[CH2:8]2)[CH:2]=[CH:3][CH:4]=[CH:5][CH:6]=1.